Dataset: Catalyst prediction with 721,799 reactions and 888 catalyst types from USPTO. Task: Predict which catalyst facilitates the given reaction. (1) Reactant: CCCP1(OP(CCC)(=O)OP(CCC)(=O)O1)=O.Cl.[OH:20][C:21]([CH3:38])([CH3:37])[CH2:22][S:23]([NH:26][C:27]1[CH:28]=[C:29]2[C:34](=[CH:35][CH:36]=1)[CH2:33][NH:32][CH2:31][CH2:30]2)(=[O:25])=[O:24].[N:39]1[CH:44]=[CH:43][CH:42]=[C:41]([O:45][CH2:46][C:47](O)=[O:48])[CH:40]=1.CN(C)C=O.C(N(CC)CC)C.S([O-])([O-])(=O)=O.[Na+].[Na+]. Product: [OH:20][C:21]([CH3:38])([CH3:37])[CH2:22][S:23]([NH:26][C:27]1[CH:28]=[C:29]2[C:34](=[CH:35][CH:36]=1)[CH2:33][N:32]([C:47](=[O:48])[CH2:46][O:45][C:41]1[CH:40]=[N:39][CH:44]=[CH:43][CH:42]=1)[CH2:31][CH2:30]2)(=[O:24])=[O:25]. The catalyst class is: 6. (2) Reactant: [CH3:1][O:2][C:3](=[O:14])[C:4]1[CH:9]=[C:8](F)[CH:7]=[CH:6][C:5]=1[N+:11]([O-:13])=[O:12].[NH:15]1[CH:19]=[CH:18][CH:17]=[N:16]1.C(=O)([O-])[O-].[K+].[K+].CCOC(C)=O. Product: [CH3:1][O:2][C:3](=[O:14])[C:4]1[CH:9]=[C:8]([N:15]2[CH:19]=[CH:18][CH:17]=[N:16]2)[CH:7]=[CH:6][C:5]=1[N+:11]([O-:13])=[O:12]. The catalyst class is: 18. (3) Reactant: [Br:1][CH2:2][CH2:3][CH2:4][CH2:5][O:6][CH2:7][CH2:8][CH2:9][O:10]C1CCCCO1.O.C1(C)C=CC(S(O)(=O)=O)=CC=1. Product: [Br:1][CH2:2][CH2:3][CH2:4][CH2:5][O:6][CH2:7][CH2:8][CH2:9][OH:10]. The catalyst class is: 5. (4) Reactant: Cl.[CH2:2]([C:4]1[S:24][C:7]2[N:8]=[C:9]([S:18][CH2:19][C:20]([O:22][CH3:23])=[O:21])[N:10]=[C:11]([N:12]3[CH2:17][CH2:16][NH:15][CH2:14][CH2:13]3)[C:6]=2[CH:5]=1)[CH3:3].C(N(C(C)C)CC)(C)C.[CH3:34][N:35]([CH3:45])[C:36]1[CH:37]=[C:38]([CH:42]=[CH:43][CH:44]=1)[C:39](O)=[O:40].CN(C(ON1N=NC2C=CC=NC1=2)=[N+](C)C)C.F[P-](F)(F)(F)(F)F. Product: [CH3:34][N:35]([CH3:45])[C:36]1[CH:37]=[C:38]([CH:42]=[CH:43][CH:44]=1)[C:39]([N:15]1[CH2:16][CH2:17][N:12]([C:11]2[C:6]3[CH:5]=[C:4]([CH2:2][CH3:3])[S:24][C:7]=3[N:8]=[C:9]([S:18][CH2:19][C:20]([O:22][CH3:23])=[O:21])[N:10]=2)[CH2:13][CH2:14]1)=[O:40]. The catalyst class is: 3. (5) Reactant: Cl.[CH3:2][C:3]1[CH:8]=[C:7]([C:9](O)=[O:10])[CH:6]=[C:5]([CH3:12])[N:4]=1.C(Cl)CCl.C1C=CC2N(O)N=NC=2C=1.C(N(C(C)C)C(C)C)C.Cl.Cl.[CH2:38]([O:40][C:41]([O:55][CH2:56][CH3:57])([C:44]1[CH:49]=[C:48]([CH3:50])[N:47]=[C:46]([CH2:51][CH:52]([CH3:54])[CH3:53])[CH:45]=1)[CH2:42][NH2:43])[CH3:39]. Product: [CH2:56]([O:55][C:41]([O:40][CH2:38][CH3:39])([C:44]1[CH:49]=[C:48]([CH3:50])[N:47]=[C:46]([CH2:51][CH:52]([CH3:53])[CH3:54])[CH:45]=1)[CH2:42][NH:43][C:9](=[O:10])[C:7]1[CH:6]=[C:5]([CH3:12])[N:4]=[C:3]([CH3:2])[CH:8]=1)[CH3:57]. The catalyst class is: 499. (6) Reactant: [C:1]([O:4][C@@H:5]([CH3:9])[C:6](Cl)=[O:7])(=[O:3])[CH3:2].[NH2:10][C:11]1[C:12]([I:25])=[C:13]([C:22]([OH:24])=[O:23])[C:14]([I:21])=[C:15]([C:19]=1[I:20])[C:16]([OH:18])=[O:17].O. Product: [C:1]([O:4][C@@H:5]([CH3:9])[C:6]([NH:10][C:11]1[C:19]([I:20])=[C:15]([C:16]([OH:18])=[O:17])[C:14]([I:21])=[C:13]([C:12]=1[I:25])[C:22]([OH:24])=[O:23])=[O:7])(=[O:3])[CH3:2]. The catalyst class is: 44. (7) Reactant: [C:1]([O:5][C:6]([N:8]1[CH2:13][CH2:12][NH:11][CH2:10][CH2:9]1)=[O:7])([CH3:4])([CH3:3])[CH3:2].[CH3:14][C:15]1[C:19]([CH3:20])=[C:18]([NH:21][C:22](=O)[O:23]CC(Cl)(Cl)Cl)[O:17][N:16]=1.CS(C)=O. Product: [CH3:14][C:15]1[C:19]([CH3:20])=[C:18]([NH:21][C:22]([N:11]2[CH2:12][CH2:13][N:8]([C:6]([O:5][C:1]([CH3:4])([CH3:2])[CH3:3])=[O:7])[CH2:9][CH2:10]2)=[O:23])[O:17][N:16]=1. The catalyst class is: 6. (8) Reactant: [F:1][C:2]([F:12])([F:11])[O:3][C:4]1[CH:5]=[C:6]([CH:8]=[CH:9][CH:10]=1)[NH2:7].Cl.Cl[CH2:15][CH2:16][NH:17][CH2:18][CH2:19]Cl.C(OCCOCCO)C. Product: [NH4+:7].[OH-:3].[F:1][C:2]([F:11])([F:12])[O:3][C:4]1[CH:5]=[C:6]([N:7]2[CH2:19][CH2:18][NH:17][CH2:16][CH2:15]2)[CH:8]=[CH:9][CH:10]=1. The catalyst class is: 74. (9) Product: [Cl:8][CH2:7][C:6]([C:9]1[S:10][CH:11]=[CH:12][CH:13]=1)=[O:5]. The catalyst class is: 23. Reactant: C([Si](C(C)C)(C(C)C)[O:5][C:6]([C:9]1[S:10][CH:11]=[CH:12][CH:13]=1)=[CH:7][Cl:8])(C)C.